From a dataset of Peptide-MHC class II binding affinity with 134,281 pairs from IEDB. Regression. Given a peptide amino acid sequence and an MHC pseudo amino acid sequence, predict their binding affinity value. This is MHC class II binding data. (1) The peptide sequence is EDVGYPIIIDQKYCP. The MHC is HLA-DQA10501-DQB10301 with pseudo-sequence HLA-DQA10501-DQB10301. The binding affinity (normalized) is 0.0693. (2) The MHC is HLA-DPA10103-DPB10401 with pseudo-sequence HLA-DPA10103-DPB10401. The peptide sequence is MAEMKTDAATLAQEA. The binding affinity (normalized) is 0.0845. (3) The MHC is DRB3_0202 with pseudo-sequence DRB3_0202. The peptide sequence is RVWITNNPHMQDKTM. The binding affinity (normalized) is 0.834. (4) The MHC is DRB1_1501 with pseudo-sequence DRB1_1501. The binding affinity (normalized) is 0.485. The peptide sequence is GARSLTTLLRALGAQ. (5) The peptide sequence is SVGKGIHTVFGSAFQ. The MHC is DRB1_0901 with pseudo-sequence DRB1_0901. The binding affinity (normalized) is 0.337. (6) The peptide sequence is AVTALTIAYLVGSNMK. The MHC is HLA-DQA10501-DQB10302 with pseudo-sequence HLA-DQA10501-DQB10302. The binding affinity (normalized) is 0.341.